This data is from NCI-60 drug combinations with 297,098 pairs across 59 cell lines. The task is: Regression. Given two drug SMILES strings and cell line genomic features, predict the synergy score measuring deviation from expected non-interaction effect. (1) Drug 1: C1CCC(C1)C(CC#N)N2C=C(C=N2)C3=C4C=CNC4=NC=N3. Drug 2: C1CN(P(=O)(OC1)NCCCl)CCCl. Cell line: RXF 393. Synergy scores: CSS=4.10, Synergy_ZIP=-1.13, Synergy_Bliss=1.28, Synergy_Loewe=-1.64, Synergy_HSA=0.153. (2) Synergy scores: CSS=20.5, Synergy_ZIP=-1.27, Synergy_Bliss=0.728, Synergy_Loewe=-0.904, Synergy_HSA=1.43. Drug 1: CCC1=C2CN3C(=CC4=C(C3=O)COC(=O)C4(CC)O)C2=NC5=C1C=C(C=C5)O. Cell line: TK-10. Drug 2: CC1C(C(CC(O1)OC2CC(OC(C2O)C)OC3=CC4=CC5=C(C(=O)C(C(C5)C(C(=O)C(C(C)O)O)OC)OC6CC(C(C(O6)C)O)OC7CC(C(C(O7)C)O)OC8CC(C(C(O8)C)O)(C)O)C(=C4C(=C3C)O)O)O)O. (3) Drug 1: C1=C(C(=O)NC(=O)N1)N(CCCl)CCCl. Drug 2: CCCCCOC(=O)NC1=NC(=O)N(C=C1F)C2C(C(C(O2)C)O)O. Cell line: KM12. Synergy scores: CSS=2.45, Synergy_ZIP=-4.06, Synergy_Bliss=-4.71, Synergy_Loewe=-7.46, Synergy_HSA=-4.11. (4) Drug 1: CC1=C2C(C(=O)C3(C(CC4C(C3C(C(C2(C)C)(CC1OC(=O)C(C(C5=CC=CC=C5)NC(=O)C6=CC=CC=C6)O)O)OC(=O)C7=CC=CC=C7)(CO4)OC(=O)C)O)C)OC(=O)C. Drug 2: C1=CC=C(C(=C1)C(C2=CC=C(C=C2)Cl)C(Cl)Cl)Cl. Cell line: CCRF-CEM. Synergy scores: CSS=-7.47, Synergy_ZIP=5.42, Synergy_Bliss=0.905, Synergy_Loewe=-4.42, Synergy_HSA=-5.65. (5) Drug 1: C1CC(=O)NC(=O)C1N2CC3=C(C2=O)C=CC=C3N. Drug 2: CC1=C(C=C(C=C1)C(=O)NC2=CC(=CC(=C2)C(F)(F)F)N3C=C(N=C3)C)NC4=NC=CC(=N4)C5=CN=CC=C5. Cell line: HCT116. Synergy scores: CSS=6.33, Synergy_ZIP=0.319, Synergy_Bliss=0.961, Synergy_Loewe=1.54, Synergy_HSA=1.55. (6) Drug 1: C1=NNC2=C1C(=O)NC=N2. Drug 2: CC1CCCC2(C(O2)CC(NC(=O)CC(C(C(=O)C(C1O)C)(C)C)O)C(=CC3=CSC(=N3)C)C)C. Cell line: RXF 393. Synergy scores: CSS=26.3, Synergy_ZIP=0.942, Synergy_Bliss=-1.43, Synergy_Loewe=-24.2, Synergy_HSA=-0.563.